Dataset: Forward reaction prediction with 1.9M reactions from USPTO patents (1976-2016). Task: Predict the product of the given reaction. (1) Given the reactants Cl.[F:2][C:3]([F:27])([F:26])[C:4]1[CH:25]=[CH:24][CH:23]=[CH:22][C:5]=1[CH:6]([O:17][CH:18]1[CH2:21][NH:20][CH2:19]1)[C:7]1[CH:12]=[CH:11][C:10]([O:13][CH:14]([F:16])[F:15])=[CH:9][CH:8]=1.C(=O)([O-])[O-].[CH:32]1([N:38]=[C:39]=[O:40])[CH2:37][CH2:36][CH2:35][CH2:34][CH2:33]1, predict the reaction product. The product is: [F:27][C:3]([F:2])([F:26])[C:4]1[CH:25]=[CH:24][CH:23]=[CH:22][C:5]=1[CH:6]([O:17][CH:18]1[CH2:21][N:20]([C:39]([NH:38][CH:32]2[CH2:37][CH2:36][CH2:35][CH2:34][CH2:33]2)=[O:40])[CH2:19]1)[C:7]1[CH:12]=[CH:11][C:10]([O:13][CH:14]([F:15])[F:16])=[CH:9][CH:8]=1. (2) Given the reactants [CH:1]([C:5]1[CH:6]=[C:7]([CH:10]=[CH:11][CH:12]=1)[C:8]#[N:9])=[CH:2][CH2:3][CH3:4], predict the reaction product. The product is: [CH2:1]([C:5]1[CH:6]=[C:7]([CH:10]=[CH:11][CH:12]=1)[C:8]#[N:9])[CH2:2][CH2:3][CH3:4]. (3) Given the reactants [C:1]([N:5]([CH3:28])[C:6]([C:8]1[N:9]=[C:10](Br)[N:11]2[C:20]3[C:15](=[CH:16][C:17]([O:25][CH3:26])=[C:18]([O:21][CH:22]([CH3:24])[CH3:23])[CH:19]=3)[CH2:14][CH2:13][C:12]=12)=[O:7])([CH3:4])([CH3:3])[CH3:2].ClCCl.[S:32]1[CH:36]=[CH:35][CH:34]=[C:33]1B(O)O.C(=O)([O-])[O-].[Cs+].[Cs+].O1CCOCC1, predict the reaction product. The product is: [C:1]([N:5]([CH3:28])[C:6]([C:8]1[N:9]=[C:10]([C:33]2[S:32][CH:36]=[CH:35][CH:34]=2)[N:11]2[C:20]3[C:15](=[CH:16][C:17]([O:25][CH3:26])=[C:18]([O:21][CH:22]([CH3:24])[CH3:23])[CH:19]=3)[CH2:14][CH2:13][C:12]=12)=[O:7])([CH3:4])([CH3:3])[CH3:2]. (4) Given the reactants [CH:1]([C:4]1[CH:11]=[C:10]([C:12]2[CH:17]=[CH:16][CH:15]=[CH:14][CH:13]=2)[C:7]([C:8]#[N:9])=[C:6]([N:18]2[CH2:23][CH2:22][NH:21][C@H:20]([CH3:24])[CH2:19]2)[N:5]=1)([CH3:3])[CH3:2].[O:25]1[CH:29]=[CH:28][C:27]([C:30](O)=[O:31])=[CH:26]1.CCN=C=NCCCN(C)C.C1C=CC2N(O)N=NC=2C=1.C(N(CC)CC)C, predict the reaction product. The product is: [O:25]1[CH:29]=[CH:28][C:27]([C:30]([N:21]2[CH2:22][CH2:23][N:18]([C:6]3[N:5]=[C:4]([CH:1]([CH3:3])[CH3:2])[CH:11]=[C:10]([C:12]4[CH:17]=[CH:16][CH:15]=[CH:14][CH:13]=4)[C:7]=3[C:8]#[N:9])[CH2:19][C@H:20]2[CH3:24])=[O:31])=[CH:26]1. (5) Given the reactants F[C:2]1[CH:7]=[C:6]([CH2:8][O:9][CH2:10][C:11]2[N:20]=[CH:19][CH:18]=[C:17]3[C:12]=2[CH:13]=[C:14]([C:39]2[CH:44]=[CH:43][CH:42]=[CH:41][CH:40]=2)[C:15]([C:21]2[CH:26]=[CH:25][C:24]([C:27]4([NH:31]C(=O)OC(C)(C)C)[CH2:30][CH2:29][CH2:28]4)=[CH:23][CH:22]=2)=[N:16]3)[CH:5]=[CH:4][N:3]=1.[CH3:45][O-:46].[Na+], predict the reaction product. The product is: [CH3:45][O:46][C:2]1[CH:7]=[C:6]([CH2:8][O:9][CH2:10][C:11]2[N:20]=[CH:19][CH:18]=[C:17]3[C:12]=2[CH:13]=[C:14]([C:39]2[CH:40]=[CH:41][CH:42]=[CH:43][CH:44]=2)[C:15]([C:21]2[CH:22]=[CH:23][C:24]([C:27]4([NH2:31])[CH2:28][CH2:29][CH2:30]4)=[CH:25][CH:26]=2)=[N:16]3)[CH:5]=[CH:4][N:3]=1. (6) Given the reactants C[N:2]1[CH:7]=[C:6]([N+]([O-])=O)[CH:5]=[C:4]([N+:11]([O-])=O)[C:3]1=O.[N:15]1[CH:20]=CC=CC=1.Cl[C:22]([O:24][C:25]1[CH:30]=[CH:29][CH:28]=[CH:27][CH:26]=1)=[O:23].C(#[N:33])C, predict the reaction product. The product is: [NH:33]1[C:7]2=[N:2][CH:3]=[C:4]([NH:11][C:22](=[O:23])[O:24][C:25]3[CH:30]=[CH:29][CH:28]=[CH:27][CH:26]=3)[CH:5]=[C:6]2[CH:20]=[N:15]1. (7) Given the reactants S(Br)([Br:3])=O.[C:5]([OH:15])(=O)[C:6]1[NH:13][C:11](=[O:12])[NH:10][C:8](=[O:9])[CH:7]=1, predict the reaction product. The product is: [O:12]=[C:11]1[NH:13][C:6]([C:5]([Br:3])=[O:15])=[CH:7][C:8](=[O:9])[NH:10]1.